This data is from Reaction yield outcomes from USPTO patents with 853,638 reactions. The task is: Predict the reaction yield, written as a fraction of the theoretical maximum amount of product (1.0 means a 100% yield; for example, 0.34 means a 34% yield). (1) The reactants are C(Cl)(=O)C(Cl)=O.[CH2:7]([O:14][C:15]([NH:17][C:18]([CH2:37][OH:38])([CH2:24][CH2:25][CH2:26][CH2:27][B:28]1[O:32][C:31]([CH3:34])([CH3:33])[C:30]([CH3:36])([CH3:35])[O:29]1)[C:19]([O:21][CH2:22][CH3:23])=[O:20])=[O:16])[C:8]1[CH:13]=[CH:12][CH:11]=[CH:10][CH:9]=1.C(N(CC)CC)C. The catalyst is ClCCl. The product is [CH2:7]([O:14][C:15]([NH:17][C:18]([CH:37]=[O:38])([CH2:24][CH2:25][CH2:26][CH2:27][B:28]1[O:32][C:31]([CH3:33])([CH3:34])[C:30]([CH3:36])([CH3:35])[O:29]1)[C:19]([O:21][CH2:22][CH3:23])=[O:20])=[O:16])[C:8]1[CH:9]=[CH:10][CH:11]=[CH:12][CH:13]=1. The yield is 0.860. (2) The reactants are [CH:1]1([C:4]2[CH:9]=[CH:8][N:7]=[CH:6][C:5]=2[N:10]2[CH2:14][CH2:13][NH:12][C:11]2=[O:15])[CH2:3][CH2:2]1.Br[C:17]1[S:21][C:20]2[CH:22]=[CH:23][CH:24]=[CH:25][C:19]=2[CH:18]=1.CN[C@@H]1CCCC[C@H]1NC.P([O-])([O-])([O-])=O.[K+].[K+].[K+]. The catalyst is [Cu](I)I.O1CCOCC1. The product is [S:21]1[C:17]([N:12]2[CH2:13][CH2:14][N:10]([C:5]3[CH:6]=[N:7][CH:8]=[CH:9][C:4]=3[CH:1]3[CH2:3][CH2:2]3)[C:11]2=[O:15])=[CH:18][C:19]2[CH:25]=[CH:24][CH:23]=[CH:22][C:20]1=2. The yield is 0.340.